This data is from Full USPTO retrosynthesis dataset with 1.9M reactions from patents (1976-2016). The task is: Predict the reactants needed to synthesize the given product. (1) Given the product [CH:1]1([C:7]2[CH:11]=[C:10]([C:12]3[CH:13]=[CH:14][C:15]([O:18][C:19]([F:21])([F:22])[F:20])=[CH:16][CH:17]=3)[N:9]([CH2:23][C:24]3[CH:33]=[CH:32][C:27]([C:28]([OH:30])=[O:29])=[CH:26][CH:25]=3)[N:8]=2)[CH2:6][CH2:5][CH2:4][CH2:3][CH2:2]1, predict the reactants needed to synthesize it. The reactants are: [CH:1]1([C:7]2[CH:11]=[C:10]([C:12]3[CH:17]=[CH:16][C:15]([O:18][C:19]([F:22])([F:21])[F:20])=[CH:14][CH:13]=3)[N:9]([CH2:23][C:24]3[CH:33]=[CH:32][C:27]([C:28]([O:30]C)=[O:29])=[CH:26][CH:25]=3)[N:8]=2)[CH2:6][CH2:5][CH2:4][CH2:3][CH2:2]1.[OH-].[Na+]. (2) Given the product [O:1]1[C:6]2[CH:7]=[CH:8][C:9](/[CH:11]=[CH:12]/[C:13]3[CH:25]=[CH:24][C:16]([C:17]([OH:19])=[O:18])=[C:15]([NH:26][C:27]4[CH:32]=[CH:31][C:30]([F:33])=[CH:29][CH:28]=4)[CH:14]=3)=[CH:10][C:5]=2[O:4][CH2:3][CH2:2]1, predict the reactants needed to synthesize it. The reactants are: [O:1]1[C:6]2[CH:7]=[CH:8][C:9](/[CH:11]=[CH:12]/[C:13]3[CH:25]=[CH:24][C:16]([C:17]([O:19]C(C)(C)C)=[O:18])=[C:15]([NH:26][C:27]4[CH:32]=[CH:31][C:30]([F:33])=[CH:29][CH:28]=4)[CH:14]=3)=[CH:10][C:5]=2[O:4][CH2:3][CH2:2]1.